Dataset: Reaction yield outcomes from USPTO patents with 853,638 reactions. Task: Predict the reaction yield, written as a fraction of the theoretical maximum amount of product (1.0 means a 100% yield; for example, 0.34 means a 34% yield). The reactants are [C:1]([C:5]1[C:6]([OH:19])=[C:7]([CH:12]=[C:13](C(C)(C)C)[CH:14]=1)[C:8]([O:10][CH3:11])=[O:9])([CH3:4])([CH3:3])[CH3:2].[N+:20]([O-])([OH:22])=[O:21].O. The catalyst is C(O)(=O)C. The product is [C:1]([C:5]1[C:6]([OH:19])=[C:7]([CH:12]=[C:13]([N+:20]([O-:22])=[O:21])[CH:14]=1)[C:8]([O:10][CH3:11])=[O:9])([CH3:4])([CH3:3])[CH3:2]. The yield is 0.890.